This data is from Full USPTO retrosynthesis dataset with 1.9M reactions from patents (1976-2016). The task is: Predict the reactants needed to synthesize the given product. (1) Given the product [CH3:1][N:2]([CH2:3][C:4]1[CH:9]=[CH:8][C:7]([C:10]([N:12]2[CH2:18][C:17]3([CH3:20])[CH2:19][CH:13]2[CH2:14][C:15]([CH3:22])([CH3:21])[CH2:16]3)=[O:11])=[CH:6][CH:5]=1)[C:31](=[O:32])[CH2:30][O:23][C:24]1[CH:29]=[CH:28][CH:27]=[CH:26][CH:25]=1, predict the reactants needed to synthesize it. The reactants are: [CH3:1][NH:2][CH2:3][C:4]1[CH:9]=[CH:8][C:7]([C:10]([N:12]2[CH2:18][C:17]3([CH3:20])[CH2:19][CH:13]2[CH2:14][C:15]([CH3:22])([CH3:21])[CH2:16]3)=[O:11])=[CH:6][CH:5]=1.[O:23]([CH2:30][C:31](Cl)=[O:32])[C:24]1[CH:29]=[CH:28][CH:27]=[CH:26][CH:25]=1. (2) Given the product [C:9]([O:13][C:14]([N:2]1[CH2:7][CH2:6][CH2:5][C@@H:4]([OH:8])[CH2:3]1)=[O:15])([CH3:12])([CH3:11])[CH3:10], predict the reactants needed to synthesize it. The reactants are: Cl.[NH:2]1[CH2:7][CH2:6][CH2:5][C@@H:4]([OH:8])[CH2:3]1.[C:9]([O:13][C:14](O[C:14]([O:13][C:9]([CH3:12])([CH3:11])[CH3:10])=[O:15])=[O:15])([CH3:12])([CH3:11])[CH3:10].C(N(CC)CC)C. (3) Given the product [CH3:35][S:36]([C:38]1[CH:19]=[CH:20][C:21]([NH:1][CH:2]2[CH2:3][CH2:4][N:5]([C:8]([O:10][C:11]([CH3:14])([CH3:13])[CH3:12])=[O:9])[CH2:6][CH2:7]2)=[CH:16][C:17]=1[N+:26]([O-:28])=[O:27])(=[O:30])=[O:37], predict the reactants needed to synthesize it. The reactants are: [NH2:1][CH:2]1[CH2:7][CH2:6][N:5]([C:8]([O:10][C:11]([CH3:14])([CH3:13])[CH3:12])=[O:9])[CH2:4][CH2:3]1.F[C:16]1[CH:21]=[CH:20][C:19](S(C)(=O)=O)=C[C:17]=1[N+:26]([O-:28])=[O:27].C(=O)([O-])[O-:30].[K+].[K+].[CH3:35][S:36]([CH3:38])=[O:37].